From a dataset of Full USPTO retrosynthesis dataset with 1.9M reactions from patents (1976-2016). Predict the reactants needed to synthesize the given product. Given the product [NH:1]1[CH2:6][CH2:5][CH:4]([C:7]([O:9][CH2:10][N:11]2[CH:16]=[C:15]([C:17]3[CH:22]=[CH:21][C:20]([F:23])=[CH:19][CH:18]=3)[C:14](=[O:24])[C:13]([C:25](=[O:56])[NH:26][C:27]3[CH:32]=[CH:31][C:30]([O:33][C:34]4[CH:39]=[CH:38][N:37]=[C:36]([NH:40][CH:41]([C:48]5[CH:49]=[CH:50][CH:51]=[CH:52][CH:53]=5)[C:42]5[CH:43]=[CH:44][CH:45]=[CH:46][CH:47]=5)[C:35]=4[Cl:54])=[C:29]([F:55])[CH:28]=3)=[CH:12]2)=[O:8])[CH2:3][CH2:2]1, predict the reactants needed to synthesize it. The reactants are: [N:1]1(C(OC(C)(C)C)=O)[CH2:6][CH2:5][CH:4]([C:7]([O:9][CH2:10][N:11]2[CH:16]=[C:15]([C:17]3[CH:22]=[CH:21][C:20]([F:23])=[CH:19][CH:18]=3)[C:14](=[O:24])[C:13]([C:25](=[O:56])[NH:26][C:27]3[CH:32]=[CH:31][C:30]([O:33][C:34]4[CH:39]=[CH:38][N:37]=[C:36]([NH:40][CH:41]([C:48]5[CH:53]=[CH:52][CH:51]=[CH:50][CH:49]=5)[C:42]5[CH:47]=[CH:46][CH:45]=[CH:44][CH:43]=5)[C:35]=4[Cl:54])=[C:29]([F:55])[CH:28]=3)=[CH:12]2)=[O:8])[CH2:3][CH2:2]1.Cl.